Dataset: Forward reaction prediction with 1.9M reactions from USPTO patents (1976-2016). Task: Predict the product of the given reaction. (1) Given the reactants [CH:1]1([CH2:7][O:8][C:9]2[CH:17]=[CH:16][C:12]([C:13]([OH:15])=[O:14])=[CH:11][CH:10]=2)[CH2:6][CH2:5][CH2:4][CH2:3][CH2:2]1.C(Cl)(=O)C([Cl:21])=O.[CH3:24][N:25]([CH:36]1[CH2:40][CH2:39][N:38]([CH3:41])[CH2:37]1)[C:26]1[S:27][C:28]2[CH:34]=[C:33]([NH2:35])[CH:32]=[CH:31][C:29]=2[N:30]=1, predict the reaction product. The product is: [ClH:21].[CH:1]1([CH2:7][O:8][C:9]2[CH:10]=[CH:11][C:12]([C:13]([NH:35][C:33]3[CH:32]=[CH:31][C:29]4[N:30]=[C:26]([N:25]([CH3:24])[CH:36]5[CH2:40][CH2:39][N:38]([CH3:41])[CH2:37]5)[S:27][C:28]=4[CH:34]=3)=[O:15])=[CH:16][CH:17]=2)[CH2:2][CH2:3][CH2:4][CH2:5][CH2:6]1.[CH:1]1([CH2:7][O:8][C:9]2[CH:17]=[CH:16][C:12]([C:13]([NH:35][C:33]3[CH:32]=[CH:31][C:29]4[N:30]=[C:26]([N:25]([CH3:24])[CH:36]5[CH2:40][CH2:39][N:38]([CH3:41])[CH2:37]5)[S:27][C:28]=4[CH:34]=3)=[O:14])=[CH:11][CH:10]=2)[CH2:2][CH2:3][CH2:4][CH2:5][CH2:6]1. (2) Given the reactants [OH:1][CH2:2][C@@H:3]1[CH2:5][C@H:4]1[C:6]([O:8][CH2:9][CH3:10])=[O:7].C(N(CC)CC)C.[CH3:18][S:19](Cl)(=[O:21])=[O:20], predict the reaction product. The product is: [CH3:18][S:19]([O:1][CH2:2][C@@H:3]1[CH2:5][C@H:4]1[C:6]([O:8][CH2:9][CH3:10])=[O:7])(=[O:21])=[O:20]. (3) Given the reactants Cl.[NH:2]([C:4]1[CH:9]=[C:8]([C:10]#[N:11])[CH:7]=[CH:6][N:5]=1)[NH2:3].[F:12][C:13]1[CH:14]=[C:15]([C:20](=O)/[CH:21]=[CH:22]/N(C)C)[CH:16]=[CH:17][C:18]=1[F:19], predict the reaction product. The product is: [F:12][C:13]1[CH:14]=[C:15]([C:20]2[N:2]([C:4]3[CH:9]=[C:8]([C:10]#[N:11])[CH:7]=[CH:6][N:5]=3)[N:3]=[CH:22][CH:21]=2)[CH:16]=[CH:17][C:18]=1[F:19]. (4) Given the reactants [CH3:1][C:2]1([CH3:9])[CH2:7][CH2:6][C:5](=[O:8])[CH2:4][CH2:3]1.[NH2:10]OS(O)(=O)=O, predict the reaction product. The product is: [CH3:1][C:2]1([CH3:9])[CH2:7][CH2:6][NH:10][C:5](=[O:8])[CH2:4][CH2:3]1. (5) Given the reactants [F:1][C:2]1[CH:7]=[CH:6][C:5]([F:8])=[CH:4][C:3]=1[C@H:9]1[CH2:13][CH2:12][CH2:11][N:10]1[C:14]1[CH:15]=[CH:16][C:17]2[N:18]([C:20]([NH:23][C:24]([N:26]3[CH2:29][CH:28]([OH:30])[CH2:27]3)=[O:25])=[CH:21][N:22]=2)[N:19]=1.[C:31](O[C:31](=[O:35])[CH:32]([CH3:34])[CH3:33])(=[O:35])[CH:32]([CH3:34])[CH3:33], predict the reaction product. The product is: [C:31]([O:30][CH:28]1[CH2:29][N:26]([C:24](=[O:25])[NH:23][C:20]2[N:18]3[N:19]=[C:14]([N:10]4[CH2:11][CH2:12][CH2:13][C@@H:9]4[C:3]4[CH:4]=[C:5]([F:8])[CH:6]=[CH:7][C:2]=4[F:1])[CH:15]=[CH:16][C:17]3=[N:22][CH:21]=2)[CH2:27]1)(=[O:35])[CH:32]([CH3:34])[CH3:33]. (6) Given the reactants [CH3:1][O:2][C:3]1[CH:34]=[CH:33][C:6]([CH2:7][O:8][C:9]2[CH:14]=[CH:13][C:12]([CH:15]([CH2:29][N+:30]([O-:32])=O)[CH2:16][C:17]([O:19][CH2:20][C:21]3[CH:26]=[CH:25][C:24]([O:27][CH3:28])=[CH:23][CH:22]=3)=[O:18])=[CH:11][CH:10]=2)=[CH:5][CH:4]=1.[CH:35](Br)=[CH2:36].C1(N=C=O)C=CC(N=C=O)=CC=1, predict the reaction product. The product is: [CH3:1][O:2][C:3]1[CH:34]=[CH:33][C:6]([CH2:7][O:8][C:9]2[CH:10]=[CH:11][C:12]([CH:15]([C:29]3[CH:36]=[CH:35][O:32][N:30]=3)[CH2:16][C:17]([O:19][CH2:20][C:21]3[CH:26]=[CH:25][C:24]([O:27][CH3:28])=[CH:23][CH:22]=3)=[O:18])=[CH:13][CH:14]=2)=[CH:5][CH:4]=1. (7) Given the reactants [CH:1]([NH:4][C:5]([C@H:7]1[CH2:12][CH2:11][C@@H:10]([NH:13][C:14]2[C:19]([N+:20]([O-])=O)=[CH:18][N:17]=[C:16]([O:23][CH2:24][CH2:25][O:26][CH3:27])[CH:15]=2)[CH2:9][CH2:8]1)=[O:6])([CH3:3])[CH3:2].NC1C(N[C@@H]2CC[C@H](C(NC(C)C)=O)CC2)=CC(Cl)=NC=1, predict the reaction product. The product is: [NH2:20][C:19]1[C:14]([NH:13][C@@H:10]2[CH2:11][CH2:12][C@H:7]([C:5]([NH:4][CH:1]([CH3:3])[CH3:2])=[O:6])[CH2:8][CH2:9]2)=[CH:15][C:16]([O:23][CH2:24][CH2:25][O:26][CH3:27])=[N:17][CH:18]=1. (8) Given the reactants ClC(OCC)=O.[CH3:7][C@@H:8]1[CH2:13][N:12]([C:14]2[C:15]([C:21](O)=[O:22])=[N:16][CH:17]=[C:18]([F:20])[CH:19]=2)[CH2:11][C@H:10]([CH3:24])[O:9]1.[BH4-].[Li+], predict the reaction product. The product is: [CH3:24][C@@H:10]1[CH2:11][N:12]([C:14]2[C:15]([CH2:21][OH:22])=[N:16][CH:17]=[C:18]([F:20])[CH:19]=2)[CH2:13][C@H:8]([CH3:7])[O:9]1. (9) Given the reactants [C:1]([O:5][C:6](=[O:16])[NH:7][C:8]1[C:13]([Br:14])=[CH:12][C:11]([NH2:15])=[CH:10][N:9]=1)([CH3:4])([CH3:3])[CH3:2].[F:17][C:18]1[CH:19]=[C:20]([CH:24]=[CH:25][CH:26]=1)[C:21](Cl)=[O:22].C(N(CC)C(C)C)(C)C, predict the reaction product. The product is: [C:1]([O:5][C:6](=[O:16])[NH:7][C:8]1[C:13]([Br:14])=[CH:12][C:11]([NH:15][C:21](=[O:22])[C:20]2[CH:24]=[CH:25][CH:26]=[C:18]([F:17])[CH:19]=2)=[CH:10][N:9]=1)([CH3:4])([CH3:2])[CH3:3].